This data is from Full USPTO retrosynthesis dataset with 1.9M reactions from patents (1976-2016). The task is: Predict the reactants needed to synthesize the given product. (1) Given the product [N:11]1[C:6]([C:5]2[O:28][C:18]([C:19]3[CH:27]=[CH:26][CH:25]=[C:21]([C:22]4[O:23][C:5]([C:6]5[N:11]=[C:10]([C:12]6[CH:17]=[CH:16][CH:15]=[CH:14][N:13]=6)[CH:9]=[CH:8][CH:7]=5)=[N:4][N:3]=4)[CH:20]=3)=[N:3][N:4]=2)=[CH:7][CH:8]=[CH:9][C:10]=1[C:12]1[CH:17]=[CH:16][CH:15]=[CH:14][N:13]=1, predict the reactants needed to synthesize it. The reactants are: N1N[N:3]=[N:4][C:5]=1[C:6]1[N:11]=[C:10]([C:12]2[CH:17]=[CH:16][CH:15]=[CH:14][N:13]=2)[CH:9]=[CH:8][CH:7]=1.[C:18](Cl)(=[O:28])[C:19]1[CH:27]=[CH:26][CH:25]=[C:21]([C:22](Cl)=[O:23])[CH:20]=1.O. (2) Given the product [CH3:1][O:2][C:3]1[CH:12]=[C:11]2[C:6]([C:7]([O:19][C@H:20]3[CH2:24][N:23]([C:25](=[O:43])[C@@H:26]([NH:34][C:35]([O:37][CH2:38][CH2:39][CH2:40][CH:41]=[CH2:42])=[O:36])[CH2:27][CH2:28][CH2:29][CH2:30][CH2:31][CH:32]=[CH2:33])[C@H:22]([C:44]([OH:46])=[O:45])[CH2:21]3)=[CH:8][C:9]([C:13]3[CH:18]=[CH:17][CH:16]=[CH:15][CH:14]=3)=[N:10]2)=[CH:5][C:4]=1[CH:48]=[CH2:49], predict the reactants needed to synthesize it. The reactants are: [CH3:1][O:2][C:3]1[CH:12]=[C:11]2[C:6]([C:7]([O:19][C@H:20]3[CH2:24][N:23]([C:25](=[O:43])[C@@H:26]([NH:34][C:35]([O:37][CH2:38][CH2:39][CH2:40][CH:41]=[CH2:42])=[O:36])[CH2:27][CH2:28][CH2:29][CH2:30][CH2:31][CH:32]=[CH2:33])[C@H:22]([C:44]([O:46]C)=[O:45])[CH2:21]3)=[CH:8][C:9]([C:13]3[CH:18]=[CH:17][CH:16]=[CH:15][CH:14]=3)=[N:10]2)=[CH:5][C:4]=1[CH:48]=[CH2:49].[Li+].[OH-].Cl.